Dataset: Forward reaction prediction with 1.9M reactions from USPTO patents (1976-2016). Task: Predict the product of the given reaction. (1) Given the reactants [C:1]1([O:7][CH3:8])[CH:6]=[CH:5][CH:4]=[CH:3][CH:2]=1.[C:9](Cl)(=[O:16])[C:10]1[CH:15]=[CH:14][CH:13]=[CH:12][CH:11]=1.B12B3B4B1C234, predict the reaction product. The product is: [CH3:8][O:7][C:1]1[CH:6]=[CH:5][C:4]([C:9](=[O:16])[C:10]2[CH:15]=[CH:14][CH:13]=[CH:12][CH:11]=2)=[CH:3][CH:2]=1. (2) Given the reactants C[O:2][C:3](=[O:31])[CH2:4][O:5][C:6]1[CH:15]=[CH:14][C:13]([F:16])=[C:12]2[C:7]=1[C:8]([CH3:30])=[C:9]([CH2:21][C:22]1[CH:27]=[CH:26][C:25]([F:28])=[CH:24][C:23]=1[F:29])[C:10]([O:17][CH:18]([F:20])[F:19])=[N:11]2.CO.O.[OH-].[Na+], predict the reaction product. The product is: [F:29][C:23]1[CH:24]=[C:25]([F:28])[CH:26]=[CH:27][C:22]=1[CH2:21][C:9]1[C:10]([O:17][CH:18]([F:19])[F:20])=[N:11][C:12]2[C:7]([C:8]=1[CH3:30])=[C:6]([O:5][CH2:4][C:3]([OH:31])=[O:2])[CH:15]=[CH:14][C:13]=2[F:16].